This data is from Catalyst prediction with 721,799 reactions and 888 catalyst types from USPTO. The task is: Predict which catalyst facilitates the given reaction. (1) Reactant: [CH3:1][O:2][C:3]1[C:16]([O:17][CH3:18])=[CH:15][CH:14]=[C:13]([C:19]2[CH:20]=[C:21]3[C:25](=[CH:26][CH:27]=2)[C:24](=[O:28])[O:23][CH2:22]3)[C:4]=1[O:5][CH2:6][C:7]([CH3:12])([CH3:11])[C:8](O)=[O:9].Cl.[CH3:30][N:31](C)CCCN=C=NCC.C(N(CC)CC)C.O.ON1C2C=CC=CC=2N=N1.CN.C1COCC1. Product: [CH3:1][O:2][C:3]1[C:16]([O:17][CH3:18])=[CH:15][CH:14]=[C:13]([C:19]2[CH:20]=[C:21]3[C:25](=[CH:26][CH:27]=2)[C:24](=[O:28])[O:23][CH2:22]3)[C:4]=1[O:5][CH2:6][C:7]([CH3:12])([CH3:11])[C:8]([NH:31][CH3:30])=[O:9]. The catalyst class is: 46. (2) Reactant: [C:1](Cl)(=[O:3])[CH3:2].[CH3:5][N:6]1[C:11](=[O:12])[CH:10]=[C:9]([CH:13]2[CH2:18][CH2:17][NH:16][CH2:15][CH2:14]2)[C:8]([C:19]2[CH:24]=[CH:23][CH:22]=[CH:21][C:20]=2[O:25][C:26]2[CH:31]=[CH:30][CH:29]=[CH:28][CH:27]=2)=[N:7]1.CCN(CC)CC. The catalyst class is: 54. Product: [C:1]([N:16]1[CH2:15][CH2:14][CH:13]([C:9]2[C:8]([C:19]3[CH:24]=[CH:23][CH:22]=[CH:21][C:20]=3[O:25][C:26]3[CH:31]=[CH:30][CH:29]=[CH:28][CH:27]=3)=[N:7][N:6]([CH3:5])[C:11](=[O:12])[CH:10]=2)[CH2:18][CH2:17]1)(=[O:3])[CH3:2]. (3) Reactant: [CH3:1][O:2][C:3]1[CH:9]=[CH:8][C:7]([C:10]([F:13])([F:12])[F:11])=[CH:6][C:4]=1[NH2:5].C1N=CN([C:19](N2C=NC=C2)=[O:20])C=1.[CH3:26][NH:27][C:28]([C:30]1[CH:35]=[C:34]([O:36][C:37]2[CH:43]=[CH:42][C:40]([NH2:41])=[CH:39][CH:38]=2)[CH:33]=[CH:32][N:31]=1)=[O:29].O. Product: [CH3:1][O:2][C:3]1[CH:9]=[CH:8][C:7]([C:10]([F:11])([F:12])[F:13])=[CH:6][C:4]=1[NH:5][C:19]([NH:41][C:40]1[CH:42]=[CH:43][C:37]([O:36][C:34]2[CH:33]=[CH:32][N:31]=[C:30]([C:28](=[O:29])[NH:27][CH3:26])[CH:35]=2)=[CH:38][CH:39]=1)=[O:20]. The catalyst class is: 2. (4) Reactant: Br[CH:2]1[CH2:6][CH2:5][N:4]([C:7]2[CH:8]=[N:9][N:10]([C:15]3[CH:20]=[CH:19][C:18]([F:21])=[CH:17][CH:16]=3)[C:11]=2[CH:12]([CH3:14])[CH3:13])[C:3]1=[O:22].[NH:23]1[C:27]2=[N:28][CH:29]=[CH:30][CH:31]=[C:26]2[C:25]([C:32]#[N:33])=[N:24]1.C([O-])([O-])=O.[K+].[K+]. Product: [F:21][C:18]1[CH:19]=[CH:20][C:15]([N:10]2[C:11]([CH:12]([CH3:14])[CH3:13])=[C:7]([N:4]3[CH2:5][CH2:6][CH:2]([N:23]4[C:27]5=[N:28][CH:29]=[CH:30][CH:31]=[C:26]5[C:25]([C:32]#[N:33])=[N:24]4)[C:3]3=[O:22])[CH:8]=[N:9]2)=[CH:16][CH:17]=1. The catalyst class is: 3. (5) Reactant: [Br:1][C:2]1[CH:3]=[C:4]([C:8](=O)[CH2:9][S:10][C:11]#[N:12])[CH:5]=[CH:6][CH:7]=1.[OH-].[Na+].[BrH:16]. Product: [Br:16][C:11]1[S:10][CH:9]=[C:8]([C:4]2[CH:5]=[CH:6][CH:7]=[C:2]([Br:1])[CH:3]=2)[N:12]=1. The catalyst class is: 15. (6) Reactant: [NH:1]1[CH2:7][CH2:6][CH2:5][C@H:2]1[CH2:3][OH:4].[F:8][C:9]([F:16])([F:15])[C:10](OCC)=[O:11]. Product: [F:8][C:9]([F:16])([F:15])[C:10]([N:1]1[CH2:7][CH2:6][CH2:5][C@H:2]1[CH2:3][OH:4])=[O:11]. The catalyst class is: 1.